From a dataset of Forward reaction prediction with 1.9M reactions from USPTO patents (1976-2016). Predict the product of the given reaction. Given the reactants [CH2:1]([O:9][C:10]1[CH:15]=[CH:14][C:13]([C:16]#[C:17]C(C)(O)C)=[CH:12][CH:11]=1)[CH2:2][CH2:3][CH2:4][CH2:5][CH2:6][CH2:7][CH3:8].[OH-].[Na+], predict the reaction product. The product is: [C:16]([C:13]1[CH:14]=[CH:15][C:10]([O:9][CH2:1][CH2:2][CH2:3][CH2:4][CH2:5][CH2:6][CH2:7][CH3:8])=[CH:11][CH:12]=1)#[CH:17].